From a dataset of Catalyst prediction with 721,799 reactions and 888 catalyst types from USPTO. Predict which catalyst facilitates the given reaction. (1) Reactant: Cl[C:2]1[CH:7]=[CH:6][C:5]([N+:8]([O-:10])=[O:9])=[CH:4][N:3]=1.[O:11]1[CH2:14][CH:13]([N:15]2[CH2:20][CH2:19][NH:18][CH2:17][CH2:16]2)[CH2:12]1.C(N(CC)CC)C. Product: [N+:8]([C:5]1[CH:6]=[CH:7][C:2]([N:18]2[CH2:19][CH2:20][N:15]([CH:13]3[CH2:14][O:11][CH2:12]3)[CH2:16][CH2:17]2)=[N:3][CH:4]=1)([O-:10])=[O:9]. The catalyst class is: 504. (2) Reactant: [N+:1]([C:4]1[CH:5]=[CH:6][C:7]([C:10]#[C:11][C:12]2[CH:17]=[CH:16][CH:15]=[CH:14][N:13]=2)=[N:8][CH:9]=1)([O-])=O.[H][H]. Product: [N:13]1[CH:14]=[CH:15][CH:16]=[CH:17][C:12]=1[CH2:11][CH2:10][C:7]1[N:8]=[CH:9][C:4]([NH2:1])=[CH:5][CH:6]=1. The catalyst class is: 541. (3) Reactant: [Br:1][C:2]1[CH:10]=[CH:9][C:5]([C:6]([OH:8])=O)=[C:4]([CH3:11])[CH:3]=1.C(Cl)(=O)C(Cl)=O.CN(C=O)C.[CH:23]1([NH2:26])[CH2:25][CH2:24]1. Product: [Br:1][C:2]1[CH:10]=[CH:9][C:5]([C:6]([NH:26][CH:23]2[CH2:25][CH2:24]2)=[O:8])=[C:4]([CH3:11])[CH:3]=1. The catalyst class is: 34. (4) Reactant: [F:1][CH:2]([F:12])[O:3][CH2:4][C:5]1(C(O)=O)[CH2:8][CH2:7][CH2:6]1.C1C=CC(P([N:27]=[N+]=[N-])(C2C=CC=CC=2)=O)=CC=1.[Cl:30][C:31]1[CH:32]=[C:33]([C:38]2[C:46]([C:47]([NH2:49])=[O:48])=[C:41]3[CH2:42][NH:43][CH2:44][CH2:45][N:40]3[N:39]=2)[CH:34]=[CH:35][C:36]=1[F:37].C1[CH2:54][O:53]CC1. Product: [Cl:30][C:31]1[CH:32]=[C:33]([C:38]2[C:46]([C:47]([NH2:49])=[O:48])=[C:41]3[CH2:42][N:43]([C:54]([NH:27][C:5]4([CH2:4][O:3][CH:2]([F:1])[F:12])[CH2:6][CH2:7][CH2:8]4)=[O:53])[CH2:44][CH2:45][N:40]3[N:39]=2)[CH:34]=[CH:35][C:36]=1[F:37]. The catalyst class is: 11. (5) Reactant: Cl.C(=[N:15][C:16]1[CH:17]=[C:18]([C@:22]23[CH2:30][CH2:29][O:28][CH2:27][C@H:26]2[S:25][C:24]([NH:31][C:32](=[O:38])[O:33][C:34]([CH3:37])([CH3:36])[CH3:35])=[N:23]3)[CH:19]=[CH:20][CH:21]=1)(C1C=CC=CC=1)C1C=CC=CC=1.C(=O)(O)[O-].[Na+]. Product: [NH2:15][C:16]1[CH:17]=[C:18]([C@:22]23[CH2:30][CH2:29][O:28][CH2:27][C@H:26]2[S:25][C:24]([NH:31][C:32](=[O:38])[O:33][C:34]([CH3:36])([CH3:35])[CH3:37])=[N:23]3)[CH:19]=[CH:20][CH:21]=1. The catalyst class is: 28.